This data is from Forward reaction prediction with 1.9M reactions from USPTO patents (1976-2016). The task is: Predict the product of the given reaction. Given the reactants [NH2:1][C:2]1[CH:7]=[CH:6][C:5]([CH2:8][C@@H:9]([NH:24][C:25]([O:27][C:28]([CH3:31])([CH3:30])[CH3:29])=[O:26])[C:10]([NH:12][C@@H:13]([CH:21]([CH3:23])[CH3:22])[CH2:14][O:15][CH2:16][CH2:17][C:18]([OH:20])=O)=[O:11])=[CH:4][CH:3]=1.C1C=NC2N(O)N=NC=2C=1.C(N(CC)C(C)C)(C)C.CN(C(ON1N=NC2C=CC=NC1=2)=[N+](C)C)C.F[P-](F)(F)(F)(F)F, predict the reaction product. The product is: [CH:21]([C@@H:13]1[NH:12][C:10](=[O:11])[C@H:9]([NH:24][C:25](=[O:26])[O:27][C:28]([CH3:29])([CH3:31])[CH3:30])[CH2:8][C:5]2=[CH:6][CH:7]=[C:2]([CH:3]=[CH:4]2)[NH:1][C:18](=[O:20])[CH2:17][CH2:16][O:15][CH2:14]1)([CH3:22])[CH3:23].